From a dataset of Full USPTO retrosynthesis dataset with 1.9M reactions from patents (1976-2016). Predict the reactants needed to synthesize the given product. (1) Given the product [Cl:1][C:2]1[C:7]2[C:8]([I:11])=[CH:9][N:10]([CH2:19][O:18][CH2:17][CH2:16][Si:15]([CH3:22])([CH3:21])[CH3:14])[C:6]=2[CH:5]=[CH:4][N:3]=1, predict the reactants needed to synthesize it. The reactants are: [Cl:1][C:2]1[C:7]2[C:8]([I:11])=[CH:9][NH:10][C:6]=2[CH:5]=[CH:4][N:3]=1.[H-].[Na+].[CH3:14][Si:15]([CH3:22])([CH3:21])[CH2:16][CH2:17][O:18][CH2:19]Cl. (2) Given the product [Br:17][C:12]1[C:13]([CH3:15])=[CH:14][C:9]([O:8][Si:5]([C:1]([CH3:4])([CH3:3])[CH3:2])([CH3:7])[CH3:6])=[CH:10][C:11]=1[F:16].[Br:17][C:14]1[C:13]([CH3:15])=[CH:12][C:11]([F:16])=[CH:10][C:9]=1[O:8][Si:5]([C:1]([CH3:4])([CH3:3])[CH3:2])([CH3:7])[CH3:6], predict the reactants needed to synthesize it. The reactants are: [C:1]([Si:5]([O:8][C:9]1[CH:14]=[C:13]([CH3:15])[CH:12]=[C:11]([F:16])[CH:10]=1)([CH3:7])[CH3:6])([CH3:4])([CH3:3])[CH3:2].[Br:17]N1C(=O)CCC1=O.C(OCC)(=O)C.O. (3) Given the product [Cl:17][C:18]1[C:19]([C:26]#[N:27])=[N:20][CH:21]=[C:22]([CH2:24][O:25][C:28]2[CH:33]=[CH:32][CH:31]=[CH:30][CH:29]=2)[CH:23]=1, predict the reactants needed to synthesize it. The reactants are: N(C(OC(C)(C)C)=O)=NC(OC(C)(C)C)=O.[Cl:17][C:18]1[C:19]([C:26]#[N:27])=[N:20][CH:21]=[C:22]([CH2:24][OH:25])[CH:23]=1.[C:28]1(O)[CH:33]=[CH:32][CH:31]=[CH:30][CH:29]=1.C1(P(C2C=CC=CC=2)C2C=CC=CC=2)C=CC=CC=1. (4) Given the product [C:3]([C:5]1[S:6][CH:7]=[C:8]2[C:13]=1[C:12](=[O:14])[N:11]([C:15]1[CH:20]=[C:19]([C:21](=[O:30])[N:22]([CH3:29])[C:23]3[CH:28]=[CH:27][CH:26]=[CH:25][CH:24]=3)[CH:18]=[CH:17][C:16]=1[F:31])[C:10](=[O:32])[NH:9]2)([OH:4])=[O:2], predict the reactants needed to synthesize it. The reactants are: C[O:2][C:3]([C:5]1[S:6][CH:7]=[C:8]2[C:13]=1[C:12](=[O:14])[N:11]([C:15]1[CH:20]=[C:19]([C:21](=[O:30])[N:22]([CH3:29])[C:23]3[CH:28]=[CH:27][CH:26]=[CH:25][CH:24]=3)[CH:18]=[CH:17][C:16]=1[F:31])[C:10](=[O:32])[NH:9]2)=[O:4].O.[OH-].[Li+].CO.Cl. (5) Given the product [Cl:1][CH2:2][CH2:3][N:4]([CH2:5][C:6]1[NH:7][C:8](=[O:20])[C:9]2[N:14]=[N:13][N:12]([CH:15]3[CH2:19][CH2:18][CH2:17][CH2:16]3)[C:10]=2[N:11]=1)[CH2:27][C:26]1[CH:29]=[CH:30][C:23]([O:22][CH3:21])=[CH:24][CH:25]=1, predict the reactants needed to synthesize it. The reactants are: [Cl:1][CH2:2][CH2:3][NH:4][CH2:5][C:6]1[NH:7][C:8](=[O:20])[C:9]2[N:14]=[N:13][N:12]([CH:15]3[CH2:19][CH2:18][CH2:17][CH2:16]3)[C:10]=2[N:11]=1.[CH3:21][O:22][C:23]1[CH:30]=[CH:29][C:26]([CH:27]=O)=[CH:25][CH:24]=1.C(O)(=O)C.C(O[BH-](OC(=O)C)OC(=O)C)(=O)C.[Na+].C(=O)(O)[O-].[Na+]. (6) The reactants are: [NH2:1][C:2]1[CH:27]=[CH:26][C:25]([Cl:28])=[CH:24][C:3]=1/[CH:4]=[C:5]1/[C:6](=[O:23])[N:7]([S:13]([C:16]2[CH:21]=[CH:20][C:19]([Cl:22])=[CH:18][CH:17]=2)(=[O:15])=[O:14])[CH2:8][C:9](=[O:12])[NH:10][CH2:11]/1.N1C=CC=CC=1.[C:35](Cl)(=[O:39])[O:36][CH2:37][CH3:38].[Cl-].[NH4+]. Given the product [Cl:28][C:25]1[CH:26]=[CH:27][C:2]([NH:1][C:35](=[O:39])[O:36][CH2:37][CH3:38])=[C:3](/[CH:4]=[C:5]2\[CH2:11][NH:10][C:9](=[O:12])[CH2:8][N:7]([S:13]([C:16]3[CH:17]=[CH:18][C:19]([Cl:22])=[CH:20][CH:21]=3)(=[O:14])=[O:15])[C:6]\2=[O:23])[CH:24]=1, predict the reactants needed to synthesize it. (7) Given the product [CH2:55]([O:57][CH2:58][C@H:59]([CH3:62])[CH2:60][O:61][CH2:4][C:5]1[CH:10]=[CH:9][C:8]([C@H:11]2[C@H:16]([O:17][Si:18]([CH:25]([CH3:27])[CH3:26])([CH:22]([CH3:24])[CH3:23])[CH:19]([CH3:21])[CH3:20])[CH2:15][NH:14][CH2:13][C@@H:12]2[O:28][CH:29]([C:40]2[CH:41]=[CH:42][C:43]3[O:48][CH2:47][CH2:46][N:45]([CH2:49][CH2:50][CH2:51][O:52][CH3:53])[C:44]=3[CH:54]=2)[S:30]([C:33]2[CH:38]=[CH:37][C:36]([CH3:39])=[CH:35][CH:34]=2)(=[O:32])=[O:31])=[CH:7][CH:6]=1)[CH3:56], predict the reactants needed to synthesize it. The reactants are: [H-].[Na+].Cl[CH2:4][C:5]1[CH:10]=[CH:9][C:8]([C@H:11]2[C@H:16]([O:17][Si:18]([CH:25]([CH3:27])[CH3:26])([CH:22]([CH3:24])[CH3:23])[CH:19]([CH3:21])[CH3:20])[CH2:15][NH:14][CH2:13][C@@H:12]2[O:28][CH:29]([C:40]2[CH:41]=[CH:42][C:43]3[O:48][CH2:47][CH2:46][N:45]([CH2:49][CH2:50][CH2:51][O:52][CH3:53])[C:44]=3[CH:54]=2)[S:30]([C:33]2[CH:38]=[CH:37][C:36]([CH3:39])=[CH:35][CH:34]=2)(=[O:32])=[O:31])=[CH:7][CH:6]=1.[CH2:55]([O:57][CH2:58][C@H:59]([CH3:62])[CH2:60][OH:61])[CH3:56].C(=O)(O)[O-].[Na+]. (8) Given the product [CH2:6]([O:5][C:3](=[O:4])[C:2]([C:8]1[C:22]([C:23]([O:25][CH2:26][CH3:27])=[O:24])=[N:28][O:16][C:9]=1[C:10]1[CH:11]=[CH:12][CH:13]=[CH:14][CH:15]=1)=[O:1])[CH3:7], predict the reactants needed to synthesize it. The reactants are: [O:1]=[C:2]([CH2:8][C:9](=[O:16])[C:10]1[CH:15]=[CH:14][CH:13]=[CH:12][CH:11]=1)[C:3]([O:5][CH2:6][CH3:7])=[O:4].CC[O-].[Na+].Cl/[C:22](=[N:28]\O)/[C:23]([O:25][CH2:26][CH3:27])=[O:24]. (9) Given the product [CH:42]1([C@@H:48]([C:23]2[CH:24]=[CH:25][CH:26]=[CH:27][CH:28]=2)[NH:46][C:11]([C:8]2[CH:9]=[C:10]3[C:5](=[CH:6][CH:7]=2)[NH:4][N:3]=[C:2]3[I:1])=[O:13])[CH2:44][CH2:43]1, predict the reactants needed to synthesize it. The reactants are: [I:1][C:2]1[C:10]2[C:5](=[CH:6][CH:7]=[C:8]([C:11]([OH:13])=O)[CH:9]=2)[NH:4][N:3]=1.CN(C(ON1N=N[C:24]2[CH:25]=[CH:26][CH:27]=[CH:28][C:23]1=2)=[N+](C)C)C.[B-](F)(F)(F)F.CCN([CH:42]([CH3:44])[CH3:43])C(C)C.C[N:46]([CH:48]=O)C.